Dataset: Reaction yield outcomes from USPTO patents with 853,638 reactions. Task: Predict the reaction yield, written as a fraction of the theoretical maximum amount of product (1.0 means a 100% yield; for example, 0.34 means a 34% yield). (1) The reactants are [Br:1][C:2]1[CH:3]=[CH:4][C:5]([F:9])=[C:6]([OH:8])[CH:7]=1.C(=O)([O-])[O-].[K+].[K+].[CH3:16][C:17]([CH3:19])=[O:18]. No catalyst specified. The product is [Br:1][C:2]1[CH:3]=[CH:4][C:5]([F:9])=[C:6]([CH:7]=1)[O:8][CH2:16][C@H:17]1[CH2:19][O:18]1. The yield is 0.820. (2) The catalyst is C1COCC1.O. The product is [CH3:58][O:57][C:54]([C:55]1[CH:53]=[CH:52][C:39]2=[C:38]([CH:44]=1)[O:18][CH2:19][C:20]1[CH:45]=[CH:46][CH:47]=[CH:48][C:41]=1/[C:40]/2=[C:49](/[C:50]#[N:51])\[CH3:1])=[O:56].[CH3:58][O:57][C:54]([C:55]1[CH:53]=[CH:52][C:39]2=[C:38]([CH:44]=1)[O:18][CH2:19][C:20]1[CH:45]=[CH:46][CH:47]=[CH:48][C:41]=1/[C:40]/2=[C:49](\[C:50]#[N:51])/[CH3:9])=[O:56]. The yield is 0.370. The reactants are [CH:1]([N-]C(C)C)(C)C.[Li+].[C:9](#N)CC.P(Cl)([O:18][CH2:19][CH3:20])(OCC)=O.C(C1N(CC2[CH:53]=[CH:52][C:39]3/[C:40](=[CH:49]/[C:50]#[N:51])/[C:41]4[CH:48]=[CH:47][CH:46]=[CH:45]C=4C[CH2:44][C:38]=3C=2)C2=NC(C)=CC(C)=C2N=1)C.[C:54]([O:57][CH2:58]C)(=[O:56])[CH3:55]. (3) The reactants are C([O:8][C:9]1[CH:14]=[CH:13][C:12]([C:15]([C:17]2[CH:22]=[CH:21][C:20]([O:23][CH3:24])=[CH:19][C:18]=2[OH:25])=[O:16])=[CH:11][CH:10]=1)C1C=CC=CC=1.O[C@@H:27]([CH3:34])[C:28]([O:30][CH2:31][CH:32]=[CH2:33])=[O:29].C1(P(C2C=CC=CC=2)C2C=CC=CC=2)C=CC=CC=1.N(C(OCC)=O)=NC(OCC)=O. The catalyst is ClCCl. The product is [OH:8][C:9]1[CH:10]=[CH:11][C:12]([C:15]([C:17]2[CH:22]=[CH:21][C:20]([O:23][CH3:24])=[CH:19][C:18]=2[O:25][C@H:27]([CH3:34])[C:28]([O:30][CH2:31][CH2:32][CH3:33])=[O:29])=[O:16])=[CH:13][CH:14]=1. The yield is 0.150. (4) The reactants are Cl.Cl[CH2:3][CH2:4][NH:5][CH2:6][CH2:7]Cl.[C:9](=O)([O-])[O-].[Na+].[Na+].[Br:15][C:16]1[CH:17]=[N:18][C:19]2[C:24]([CH:25]=1)=[CH:23][CH:22]=[CH:21][C:20]=2[NH2:26]. The catalyst is C(O)CCC.ClCCl. The product is [Br:15][C:16]1[CH:17]=[N:18][C:19]2[C:24]([CH:25]=1)=[CH:23][CH:22]=[CH:21][C:20]=2[N:26]1[CH2:7][CH2:6][N:5]([CH3:9])[CH2:4][CH2:3]1. The yield is 0.490. (5) The reactants are C(NC(C)C)(C)C.C([Li])CCC.[Cl:13][C:14]1[N:22]=[C:21]([Cl:23])[C:20]([F:24])=[CH:19][C:15]=1[C:16]([OH:18])=[O:17].CN([CH:28]=[O:29])C.Cl. The catalyst is C1COCC1. The product is [Cl:13][C:14]1[C:15]2[C:16](=[O:18])[O:17][CH:28]([OH:29])[C:19]=2[C:20]([F:24])=[C:21]([Cl:23])[N:22]=1. The yield is 0.800. (6) The reactants are [OH:1][C:2]1[CH:7]=[CH:6][N:5]([C:8]2[S:9][C:10]([C:14]([O:16][CH2:17][CH3:18])=[O:15])=[C:11]([CH3:13])[N:12]=2)[C:4](=[O:19])[CH:3]=1.[H-].[Na+].Br[CH2:23][CH:24]1[CH2:26][CH2:25]1. The catalyst is CN(C)C=O. The product is [CH:24]1([CH2:23][O:1][C:2]2[CH:7]=[CH:6][N:5]([C:8]3[S:9][C:10]([C:14]([O:16][CH2:17][CH3:18])=[O:15])=[C:11]([CH3:13])[N:12]=3)[C:4](=[O:19])[CH:3]=2)[CH2:26][CH2:25]1. The yield is 0.970.